This data is from Forward reaction prediction with 1.9M reactions from USPTO patents (1976-2016). The task is: Predict the product of the given reaction. (1) Given the reactants [CH2:1]([O:3][C:4](=[O:21])[C:5]([CH:7]1[C:12](=O)[CH2:11][CH2:10][N:9]([CH2:14][C:15]2[CH:20]=[CH:19][CH:18]=[CH:17][CH:16]=2)[CH2:8]1)=O)[CH3:2].O.[NH2:23][NH2:24].O.C(OCC)(=O)C, predict the reaction product. The product is: [CH2:1]([O:3][C:4]([C:5]1[C:7]2[CH2:8][N:9]([CH2:14][C:15]3[CH:20]=[CH:19][CH:18]=[CH:17][CH:16]=3)[CH2:10][CH2:11][C:12]=2[NH:24][N:23]=1)=[O:21])[CH3:2]. (2) Given the reactants C([S:8][C:9]1[CH:18]=[C:17]2[C:12]([C:13]([C:20]3[CH:25]=[C:24]([F:26])[C:23]([CH:27]([F:29])[F:28])=[CH:22][C:21]=3[O:30][CH3:31])=[N:14][C:15]([CH3:19])=[N:16]2)=[CH:11][CH:10]=1)C1C=CC=CC=1.CC(O)=O.[OH2:36].[Cl:37]N1C(C)(C)C(=O)N(Cl)C1=O.[OH2:48], predict the reaction product. The product is: [F:28][CH:27]([F:29])[C:23]1[C:24]([F:26])=[CH:25][C:20]([C:13]2[C:12]3[C:17](=[CH:18][C:9]([S:8]([Cl:37])(=[O:48])=[O:36])=[CH:10][CH:11]=3)[N:16]=[C:15]([CH3:19])[N:14]=2)=[C:21]([O:30][CH3:31])[CH:22]=1. (3) Given the reactants [CH3:1][C:2]1[CH:7]=[CH:6][C:5]([C:8]2[O:9][C:10]([CH3:13])=[N:11][N:12]=2)=[CH:4][C:3]=1[C:14]1[CH:19]=[CH:18][C:17]([C:20](O)=[O:21])=[CH:16][CH:15]=1.C1C=CC2N([OH:32])N=NC=2C=1.Cl.CN(C)[CH2:36][CH2:37][CH2:38][N:39]=[C:40]=NCC.[NH2:45][CH2:46][C:47]1[CH:48]=[C:49](C=C[CH:54]=1)C[NH-], predict the reaction product. The product is: [CH3:1][C:2]1[CH:7]=[CH:6][C:5]([C:8]2[O:9][C:10]([CH3:13])=[N:11][N:12]=2)=[CH:4][C:3]=1[C:14]1[CH:19]=[CH:18][C:17]([C:20]([NH:45][CH2:46][C:47]2[CH:48]=[CH:49][CH:36]=[C:37]([C:38]([NH:39][CH3:40])=[O:32])[CH:54]=2)=[O:21])=[CH:16][CH:15]=1.